Dataset: Reaction yield outcomes from USPTO patents with 853,638 reactions. Task: Predict the reaction yield, written as a fraction of the theoretical maximum amount of product (1.0 means a 100% yield; for example, 0.34 means a 34% yield). (1) The reactants are [CH3:1][O:2][C:3]1[CH:4]=[C:5]([C:9]2[CH:17]=[C:16]3[C:12]([CH2:13][C:14](=[O:18])[NH:15]3)=[CH:11][CH:10]=2)[CH:6]=[CH:7][CH:8]=1.[CH3:19][N:20]([CH3:35])[CH2:21][CH2:22][NH:23][C:24]([C:26]1[C:30]([CH3:31])=[C:29]([CH:32]=O)[NH:28][C:27]=1[CH3:34])=[O:25]. No catalyst specified. The product is [CH3:19][N:20]([CH3:35])[CH2:21][CH2:22][NH:23][C:24]([CH:26]1[C:30]([CH3:31])=[C:29]([CH:32]=[C:13]2[C:12]3[C:16](=[CH:17][C:9]([C:5]4[CH:6]=[CH:7][CH:8]=[C:3]([O:2][CH3:1])[CH:4]=4)=[CH:10][CH:11]=3)[NH:15][C:14]2=[O:18])[N:28]=[C:27]1[CH3:34])=[O:25]. The yield is 0.140. (2) The reactants are [O-]P([O-])([O-])=O.[K+].[K+].[K+].C(C1C=C(NS(C)(=O)=O)C(OC)=C(NC([C:22]2[N:23](C)[C:24]3[C:29]([CH:30]=2)=[CH:28][CH:27]=[CH:26][C:25]=3[O:31][C:32]2C=CN=C(C(=O)NC)[CH:33]=2)=O)C=1)(C)(C)C. The catalyst is CC([O-])=O.CC([O-])=O.[Pd+2]. The product is [NH:23]1[C:24]2[C:29](=[CH:28][CH:27]=[CH:26][CH:25]=2)[CH:30]=[CH:22]1.[CH3:24][CH2:25][O:31][CH2:32][CH3:33]. The yield is 0.610.